This data is from NCI-60 drug combinations with 297,098 pairs across 59 cell lines. The task is: Regression. Given two drug SMILES strings and cell line genomic features, predict the synergy score measuring deviation from expected non-interaction effect. (1) Drug 1: CS(=O)(=O)C1=CC(=C(C=C1)C(=O)NC2=CC(=C(C=C2)Cl)C3=CC=CC=N3)Cl. Drug 2: CC1CCC2CC(C(=CC=CC=CC(CC(C(=O)C(C(C(=CC(C(=O)CC(OC(=O)C3CCCCN3C(=O)C(=O)C1(O2)O)C(C)CC4CCC(C(C4)OC)OCCO)C)C)O)OC)C)C)C)OC. Synergy scores: CSS=16.9, Synergy_ZIP=-9.28, Synergy_Bliss=-4.13, Synergy_Loewe=-2.44, Synergy_HSA=0.280. Cell line: LOX IMVI. (2) Drug 1: CCC1(CC2CC(C3=C(CCN(C2)C1)C4=CC=CC=C4N3)(C5=C(C=C6C(=C5)C78CCN9C7C(C=CC9)(C(C(C8N6C)(C(=O)OC)O)OC(=O)C)CC)OC)C(=O)OC)O.OS(=O)(=O)O. Drug 2: C1=CN(C=N1)CC(O)(P(=O)(O)O)P(=O)(O)O. Cell line: T-47D. Synergy scores: CSS=2.22, Synergy_ZIP=-2.77, Synergy_Bliss=-4.42, Synergy_Loewe=-66.4, Synergy_HSA=-2.50. (3) Drug 1: C1=NC2=C(N=C(N=C2N1C3C(C(C(O3)CO)O)O)F)N. Drug 2: C(CN)CNCCSP(=O)(O)O. Cell line: ACHN. Synergy scores: CSS=3.85, Synergy_ZIP=-1.60, Synergy_Bliss=0.408, Synergy_Loewe=-1.60, Synergy_HSA=0.538. (4) Drug 1: C1CCN(CC1)CCOC2=CC=C(C=C2)C(=O)C3=C(SC4=C3C=CC(=C4)O)C5=CC=C(C=C5)O. Drug 2: CC1CCC2CC(C(=CC=CC=CC(CC(C(=O)C(C(C(=CC(C(=O)CC(OC(=O)C3CCCCN3C(=O)C(=O)C1(O2)O)C(C)CC4CCC(C(C4)OC)O)C)C)O)OC)C)C)C)OC. Cell line: M14. Synergy scores: CSS=13.4, Synergy_ZIP=2.08, Synergy_Bliss=5.12, Synergy_Loewe=-3.49, Synergy_HSA=2.31. (5) Drug 1: C1=CC(=CC=C1CCC2=CNC3=C2C(=O)NC(=N3)N)C(=O)NC(CCC(=O)O)C(=O)O. Drug 2: CN(CC1=CN=C2C(=N1)C(=NC(=N2)N)N)C3=CC=C(C=C3)C(=O)NC(CCC(=O)O)C(=O)O. Cell line: 786-0. Synergy scores: CSS=34.8, Synergy_ZIP=-6.04, Synergy_Bliss=-5.01, Synergy_Loewe=1.99, Synergy_HSA=3.13. (6) Synergy scores: CSS=9.74, Synergy_ZIP=-8.79, Synergy_Bliss=-6.55, Synergy_Loewe=-9.84, Synergy_HSA=-7.30. Drug 1: C1=CC(=CC=C1CCCC(=O)O)N(CCCl)CCCl. Drug 2: N.N.Cl[Pt+2]Cl. Cell line: OVCAR-8. (7) Drug 1: CC12CCC3C(C1CCC2=O)CC(=C)C4=CC(=O)C=CC34C. Drug 2: CC=C1C(=O)NC(C(=O)OC2CC(=O)NC(C(=O)NC(CSSCCC=C2)C(=O)N1)C(C)C)C(C)C. Cell line: MALME-3M. Synergy scores: CSS=89.5, Synergy_ZIP=12.6, Synergy_Bliss=12.4, Synergy_Loewe=7.77, Synergy_HSA=13.7.